This data is from Catalyst prediction with 721,799 reactions and 888 catalyst types from USPTO. The task is: Predict which catalyst facilitates the given reaction. (1) Reactant: [SH2:1].[C:2]([C:4]1[CH:5]=[CH:6][C:7]([O:10][CH2:11][CH2:12][CH2:13][O:14][C:15]2[CH:16]=[C:17]3[C:21](=[CH:22][CH:23]=2)[N:20]([CH:24]([CH3:29])[C:25]([O:27][CH3:28])=[O:26])[CH:19]=[CH:18]3)=[N:8][CH:9]=1)#[N:3].C(NCC)C. Product: [NH2:3][C:2]([C:4]1[CH:5]=[CH:6][C:7]([O:10][CH2:11][CH2:12][CH2:13][O:14][C:15]2[CH:16]=[C:17]3[C:21](=[CH:22][CH:23]=2)[N:20]([CH:24]([CH3:29])[C:25]([O:27][CH3:28])=[O:26])[CH:19]=[CH:18]3)=[N:8][CH:9]=1)=[S:1]. The catalyst class is: 3. (2) Reactant: N[C:2]1[CH:11]=[C:10]([Cl:12])[C:5]([C:6]([O:8][CH3:9])=[O:7])=[C:4]([Cl:13])[CH:3]=1.Cl.N([O-])=O.[Na+].[I-:19].[K+]. Product: [Cl:12][C:10]1[CH:11]=[C:2]([I:19])[CH:3]=[C:4]([Cl:13])[C:5]=1[C:6]([O:8][CH3:9])=[O:7]. The catalyst class is: 69. (3) Product: [OH:34][C:35]1[CH:40]=[C:39]([CH:38]=[CH:37][C:36]=1[C:19]1[CH:20]=[CH:15][C:16](/[CH:21]=[CH:23]/[C:25]2[CH:30]=[CH:29][N:28]=[CH:27][CH:26]=2)=[CH:17][CH:18]=1)[N:41]([C:49]1[CH:50]=[CH:51][C:52](/[CH:24]=[CH:23]/[C:25]2[CH:30]=[CH:29][N:28]=[CH:27][CH:26]=2)=[CH:53][CH:54]=1)[C:42]1[CH:43]=[CH:44][C:45](/[CH:24]=[CH:23]/[C:25]2[CH:30]=[CH:29][N:28]=[CH:27][CH:26]=2)=[CH:46][CH:47]=1. The catalyst class is: 167. Reactant: [C:16]1([CH3:21])[CH:17]=[CH:18][CH:19]=[CH:20][C:15]=1P([C:15]1[CH:20]=[CH:19][CH:18]=[CH:17][C:16]=1[CH3:21])[C:15]1[CH:20]=[CH:19][CH:18]=[CH:17][C:16]=1[CH3:21].[CH:23]([C:25]1[CH:30]=[CH:29][N:28]=[CH:27][CH:26]=1)=[CH2:24].C([O:34][C:35]1[CH:40]=[C:39]([N:41]([C:49]2[CH:54]=[CH:53][C:52](I)=[CH:51][CH:50]=2)[C:42]2[CH:47]=[CH:46][C:45](I)=[CH:44][CH:43]=2)[CH:38]=[CH:37][C:36]=1I)(=O)C. (4) Reactant: [C:1]([O:7][CH2:8][N:9]1[C:18](=[O:19])[C:17]2[C:12](=[CH:13][C:14]([O:24]CC3C=CC=CC=3)=[CH:15][C:16]=2[O:20][CH2:21][CH2:22][Cl:23])[N:11]=[CH:10]1)(=[O:6])[C:2]([CH3:5])([CH3:4])[CH3:3].CO. Product: [NH3:9].[C:1]([O:7][CH2:8][N:9]1[C:18](=[O:19])[C:17]2[C:12](=[CH:13][C:14]([OH:24])=[CH:15][C:16]=2[O:20][CH2:21][CH2:22][Cl:23])[N:11]=[CH:10]1)(=[O:6])[C:2]([CH3:5])([CH3:4])[CH3:3]. The catalyst class is: 55. (5) Product: [CH3:8][C:9]([CH3:19])([CH3:18])[C@@H:10]([C:14]([O:16][CH3:17])=[O:15])[NH:11][C:12]([N:2]([CH3:1])[CH2:3][CH2:4][CH2:5][CH:6]=[CH2:7])=[O:13]. The catalyst class is: 7. Reactant: [CH3:1][NH:2][CH2:3][CH2:4][CH2:5][CH:6]=[CH2:7].[CH3:8][C:9]([CH3:19])([CH3:18])[C@@H:10]([C:14]([O:16][CH3:17])=[O:15])[N:11]=[C:12]=[O:13].